Dataset: Full USPTO retrosynthesis dataset with 1.9M reactions from patents (1976-2016). Task: Predict the reactants needed to synthesize the given product. (1) Given the product [O:25]1[CH:26]=[CH:27][C:23]([C:14]2[C:15]([O:22][CH3:29])=[C:16]([C:11]([CH2:10][S:7][C:1]3[CH:2]=[CH:3][CH:4]=[CH:5][CH:6]=3)=[CH:12][CH:13]=2)[C:17]([O:19][CH3:20])=[O:18])=[CH:24]1, predict the reactants needed to synthesize it. The reactants are: [C:1]1([S:7]([CH2:10][C:11]2[C:16]([C:17]([O:19][CH2:20]C)=[O:18])=[C:15]([OH:22])[C:14]([C:23]3[CH:27]=[CH:26][O:25][CH:24]=3)=[CH:13][CH:12]=2)(=O)=O)[CH:6]=[CH:5][CH:4]=[CH:3][CH:2]=1.Br[C:29]1C(OC)=C(C(CSC2C=CC=CC=2)=CC=1)C(OC)=O. (2) Given the product [S:2]([N:12]1[C:16]2=[N:17][CH:18]=[C:19]([CH2:21][NH:22][C:29]([CH:23]3[CH2:28][CH2:27][CH2:26][CH2:25][CH2:24]3)=[O:30])[N:20]=[C:15]2[CH:14]=[CH:13]1)([C:5]1[CH:6]=[CH:7][C:8]([CH3:9])=[CH:10][CH:11]=1)(=[O:3])=[O:4], predict the reactants needed to synthesize it. The reactants are: Cl.[S:2]([N:12]1[C:16]2=[N:17][CH:18]=[C:19]([CH2:21][NH2:22])[N:20]=[C:15]2[CH:14]=[CH:13]1)([C:5]1[CH:11]=[CH:10][C:8]([CH3:9])=[CH:7][CH:6]=1)(=[O:4])=[O:3].[CH:23]1([C:29](Cl)=[O:30])[CH2:28][CH2:27][CH2:26][CH2:25][CH2:24]1.CCN(C(C)C)C(C)C.C([O-])(O)=O.[Na+].